Predict the reaction yield, written as a fraction of the theoretical maximum amount of product (1.0 means a 100% yield; for example, 0.34 means a 34% yield). From a dataset of Reaction yield outcomes from USPTO patents with 853,638 reactions. (1) The reactants are C[Si](N[Si](C)(C)C)(C)C.[Li][CH2:11][CH2:12][CH2:13]C.[O:15]=[C:16]1[N:20]([C:21]([O:23][C:24]([CH3:27])([CH3:26])[CH3:25])=[O:22])[C@H:19]([C:28]([O:30][CH2:31][CH3:32])=[O:29])[CH2:18][CH2:17]1.C[Si](C)(C)[N-][Si](C)(C)C.[Li+].BrCC=C. The catalyst is C1COCC1.CCCCCC. The product is [CH2:13]([C@H:17]1[C:16](=[O:15])[N:20]([C:21]([O:23][C:24]([CH3:27])([CH3:26])[CH3:25])=[O:22])[C@H:19]([C:28]([O:30][CH2:31][CH3:32])=[O:29])[CH2:18]1)[CH:12]=[CH2:11]. The yield is 0.160. (2) The reactants are [Cl:1][C:2]1[CH:3]=[C:4]([C:12]2[O:16][N:15]=[C:14]([C:17]3[CH:22]=[CH:21][C:20]([O:23]C(C)C)=[C:19]([I:27])[CH:18]=3)[N:13]=2)[CH:5]=[CH:6][C:7]=1[O:8][CH2:9][CH2:10][CH3:11].B(Cl)(Cl)Cl. The catalyst is C(Cl)Cl. The product is [Cl:1][C:2]1[CH:3]=[C:4]([C:12]2[O:16][N:15]=[C:14]([C:17]3[CH:22]=[CH:21][C:20]([OH:23])=[C:19]([I:27])[CH:18]=3)[N:13]=2)[CH:5]=[CH:6][C:7]=1[O:8][CH2:9][CH2:10][CH3:11]. The yield is 0.790. (3) The product is [Cl:1][C:2]1[CH:3]=[C:4]([C:8]2[N:9]=[C:10]3[CH2:15][N:14]([C:18]4[CH:23]=[CH:22][CH:21]=[CH:20][N:19]=4)[CH2:13][CH2:12][N:11]3[CH:16]=2)[CH:5]=[CH:6][CH:7]=1. The catalyst is CN(C=O)C. The reactants are [Cl:1][C:2]1[CH:3]=[C:4]([C:8]2[N:9]=[C:10]3[CH2:15][NH:14][CH2:13][CH2:12][N:11]3[CH:16]=2)[CH:5]=[CH:6][CH:7]=1.Br[C:18]1[CH:23]=[CH:22][CH:21]=[CH:20][N:19]=1.CCN(C(C)C)C(C)C. The yield is 0.150. (4) The reactants are [I:1][C:2]1[CH:3]=[C:4]([CH:8]=[C:9]([N+:11]([O-:13])=[O:12])[CH:10]=1)[C:5]([OH:7])=[O:6].O=S(Cl)Cl.[CH3:18]O. No catalyst specified. The product is [CH3:18][O:6][C:5](=[O:7])[C:4]1[CH:8]=[C:9]([N+:11]([O-:13])=[O:12])[CH:10]=[C:2]([I:1])[CH:3]=1. The yield is 0.990.